This data is from Full USPTO retrosynthesis dataset with 1.9M reactions from patents (1976-2016). The task is: Predict the reactants needed to synthesize the given product. (1) Given the product [ClH:39].[NH2:15][C:16]1[CH:17]=[CH:18][C:19]([CH2:20][NH:21][C:22]2[C:32]3[CH2:31][CH2:30][N:29]([C:33](=[O:38])[C:34]([F:37])([F:35])[F:36])[CH2:28][CH2:27][C:26]=3[CH:25]=[CH:24][C:23]=2[Cl:39])=[CH:40][CH:41]=1, predict the reactants needed to synthesize it. The reactants are: Cl.O1CCOCC1.C(OC([NH:15][C:16]1[CH:41]=[CH:40][C:19]([CH2:20][NH:21][C:22]2[C:32]3[CH2:31][CH2:30][N:29]([C:33](=[O:38])[C:34]([F:37])([F:36])[F:35])[CH2:28][CH2:27][C:26]=3[CH:25]=[CH:24][C:23]=2[Cl:39])=[CH:18][CH:17]=1)=O)(C)(C)C.C(OCC)C. (2) Given the product [NH2:1][C:2]1[C:7]([S:8]([CH2:10][C@@H:11]([CH3:14])[CH2:12][OH:13])=[O:9])=[CH:6][C:5]([C:36]2[CH:37]=[CH:38][C:32]3[O:31][CH2:30][CH2:29][N:28]([C:22]4[C:21]5[C:26](=[CH:27][C:18]([O:17][CH3:16])=[CH:19][CH:20]=5)[N:25]=[CH:24][N:23]=4)[CH2:34][C:33]=3[CH:35]=2)=[CH:4][N:3]=1, predict the reactants needed to synthesize it. The reactants are: [NH2:1][C:2]1[C:7]([S:8]([CH2:10][C@@H:11]([CH3:14])[CH2:12][OH:13])=[O:9])=[CH:6][C:5](Br)=[CH:4][N:3]=1.[CH3:16][O:17][C:18]1[CH:27]=[C:26]2[C:21]([C:22]([N:28]3[CH2:34][C:33]4[CH:35]=[C:36](B(O)O)[CH:37]=[CH:38][C:32]=4[O:31][CH2:30][CH2:29]3)=[N:23][CH:24]=[N:25]2)=[CH:20][CH:19]=1. (3) Given the product [NH2:12][C:3]1([CH2:6][C:7]([O:9][CH2:10][CH3:11])=[O:8])[CH2:4][CH2:5][O:1][CH2:2]1, predict the reactants needed to synthesize it. The reactants are: [O:1]1[CH2:5][CH2:4]/[C:3](=[CH:6]/[C:7]([O:9][CH2:10][CH3:11])=[O:8])/[CH2:2]1.[NH3:12].